From a dataset of Full USPTO retrosynthesis dataset with 1.9M reactions from patents (1976-2016). Predict the reactants needed to synthesize the given product. Given the product [CH3:23][C:10]1([CH3:24])[CH2:9][C@H:8]([NH:7][CH2:6][C@@H:5]([OH:25])[C@@H:4]([NH:3][C:51](=[O:53])[CH3:52])[CH2:26][C:27]2[CH:32]=[CH:31][CH:30]=[C:29]([F:33])[CH:28]=2)[C:17]2[C:12](=[CH:13][CH:14]=[C:15]([CH2:18][C:19]([CH3:22])([CH3:20])[CH3:21])[CH:16]=2)[NH:11]1, predict the reactants needed to synthesize it. The reactants are: Cl.Cl.[NH2:3][C@@H:4]([CH2:26][C:27]1[CH:32]=[CH:31][CH:30]=[C:29]([F:33])[CH:28]=1)[C@H:5]([OH:25])[CH2:6][NH:7][C@@H:8]1[C:17]2[C:12](=[CH:13][CH:14]=[C:15]([CH2:18][C:19]([CH3:22])([CH3:21])[CH3:20])[CH:16]=2)[NH:11][C:10]([CH3:24])([CH3:23])[CH2:9]1.C(N(C(C)C)C(C)C)C.C(Cl)Cl.N1([C:51](=[O:53])[CH3:52])C=CN=C1.